Dataset: Catalyst prediction with 721,799 reactions and 888 catalyst types from USPTO. Task: Predict which catalyst facilitates the given reaction. (1) Reactant: CCN[C:4]([C@H:6]1[O:10][C@@H:9]([N:11]2[C:15]3[N:16]=[C:17](NCCC4C=CC(CCC(O)=O)=CC=4)[N:18]=[C:19]([NH2:20])[C:14]=3[N:13]=[CH:12]2)[C@H:8]([OH:35])[C@@H:7]1[OH:36])=[O:5].C(O)C(N)(CO)CO.Cl. Product: [C@@H:9]1([N:11]2[C:15]3[N:16]=[CH:17][N:18]=[C:19]([NH2:20])[C:14]=3[N:13]=[CH:12]2)[O:10][C@H:6]([CH2:4][OH:5])[C@@H:7]([OH:36])[C@H:8]1[OH:35]. The catalyst class is: 16. (2) Reactant: CCl.C[O:4][C:5](=[O:17])[C:6]([C:10]1[CH:15]=[CH:14][C:13]([F:16])=[CH:12][CH:11]=1)([CH3:9])[CH2:7][OH:8].C(N(C(C)C)CC)(C)C.[CH3:27][O:28][CH2:29]Cl.Cl. Product: [F:16][C:13]1[CH:14]=[CH:15][C:10]([C:6]([CH3:9])([CH2:7][O:8][CH2:27][O:28][CH3:29])[C:5]([OH:4])=[O:17])=[CH:11][CH:12]=1. The catalyst class is: 476. (3) Reactant: [Cl:1][C:2]1[N:7]=[C:6]2[N:8]([CH2:11][C:12]3[CH:17]=[CH:16][C:15]([F:18])=[CH:14][CH:13]=3)[CH:9]=[CH:10][C:5]2=[CH:4][CH:3]=1.O=P(Cl)(Cl)Cl.O.OS(O)(=O)=O.CN([CH:33]=[O:34])C. Product: [Cl:1][C:2]1[N:7]=[C:6]2[N:8]([CH2:11][C:12]3[CH:17]=[CH:16][C:15]([F:18])=[CH:14][CH:13]=3)[CH:9]=[C:10]([CH:33]=[O:34])[C:5]2=[CH:4][CH:3]=1. The catalyst class is: 1. (4) Reactant: [CH3:16][C:11]1([CH3:17])[C:12]([CH3:15])([CH3:14])[O:13][B:9]([B:9]2[O:13][C:12]([CH3:15])([CH3:14])[C:11]([CH3:17])([CH3:16])[O:10]2)[O:10]1.C([O-])(=O)C.[K+].Br[C:25]1[CH:30]=[CH:29][C:28]([S:31][C:32]([CH3:41])([CH3:40])[C:33]([O:35][C:36]([CH3:39])([CH3:38])[CH3:37])=[O:34])=[CH:27][CH:26]=1. Product: [CH3:41][C:32]([S:31][C:28]1[CH:27]=[CH:26][C:25]([B:9]2[O:10][C:11]([CH3:16])([CH3:17])[C:12]([CH3:14])([CH3:15])[O:13]2)=[CH:30][CH:29]=1)([CH3:40])[C:33]([O:35][C:36]([CH3:37])([CH3:38])[CH3:39])=[O:34]. The catalyst class is: 418. (5) Reactant: [H-].[H-].[H-].[H-].[Li+].[Al+3].[CH2:7]([N:14]1[C:19](=O)[CH2:18][O:17][C@@H:16]2[CH2:21][CH2:22][C:23]([F:25])([F:24])[C@@H:15]12)[C:8]1[CH:13]=[CH:12][CH:11]=[CH:10][CH:9]=1.O. Product: [CH2:7]([N:14]1[CH2:19][CH2:18][O:17][C@@H:16]2[CH2:21][CH2:22][C:23]([F:25])([F:24])[C@@H:15]12)[C:8]1[CH:9]=[CH:10][CH:11]=[CH:12][CH:13]=1. The catalyst class is: 1. (6) Reactant: [Br:1][C:2]1[CH:27]=[CH:26][C:5]([CH2:6][CH:7]2[CH2:12][CH2:11][N:10]([CH2:13][CH2:14][C:15]3[CH:16]=[C:17]4[C:22](=[CH:23][CH:24]=3)[O:21][CH2:20][CH2:19][C:18]4=[O:25])[CH2:9][CH2:8]2)=[CH:4][C:3]=1[O:28][CH2:29][CH2:30][O:31][CH3:32].O.[C:34]1([S:40]([OH:43])(=[O:42])=[O:41])[CH:39]=[CH:38][CH:37]=[CH:36][CH:35]=1. Product: [C:34]1([S:40]([OH:43])(=[O:42])=[O:41])[CH:39]=[CH:38][CH:37]=[CH:36][CH:35]=1.[Br:1][C:2]1[CH:27]=[CH:26][C:5]([CH2:6][CH:7]2[CH2:12][CH2:11][N:10]([CH2:13][CH2:14][C:15]3[CH:16]=[C:17]4[C:22](=[CH:23][CH:24]=3)[O:21][CH2:20][CH2:19][C:18]4=[O:25])[CH2:9][CH2:8]2)=[CH:4][C:3]=1[O:28][CH2:29][CH2:30][O:31][CH3:32]. The catalyst class is: 41. (7) Reactant: [Cl:1][C:2]1[CH:11]=[N:10][C:9]2[C:4](=[CH:5][CH:6]=[C:7]([O:12][CH3:13])[CH:8]=2)[N:3]=1.[NH2:14][C:15]1[CH:20]=[CH:19][CH:18]=[CH:17][CH:16]=1. Product: [ClH:1].[NH:14]([C:2]1[CH:11]=[N:10][C:9]2[C:4](=[CH:5][CH:6]=[C:7]([O:12][CH3:13])[CH:8]=2)[N:3]=1)[C:15]1[CH:20]=[CH:19][CH:18]=[CH:17][CH:16]=1. The catalyst class is: 2. (8) Reactant: [H-].[Na+].[Br:3][C:4]1[CH:9]=[C:8]([Cl:10])[CH:7]=[CH:6][C:5]=1[OH:11].[Na].[F:13][C:14]([F:22])([F:21])[CH2:15]CS([O-])(=O)=O. Product: [Br:3][C:4]1[CH:9]=[C:8]([Cl:10])[CH:7]=[CH:6][C:5]=1[O:11][CH2:15][C:14]([F:22])([F:21])[F:13]. The catalyst class is: 3. (9) Reactant: [H-].[Al+3].[Li+].[H-].[H-].[H-].C[O:8][C:9](=O)[C:10]1[CH:15]=[CH:14][C:13]([C:16]2[CH:21]=[CH:20][C:19]([C:22]([F:25])([F:24])[F:23])=[CH:18][C:17]=2[F:26])=[N:12][C:11]=1[CH3:27].Cl. Product: [F:26][C:17]1[CH:18]=[C:19]([C:22]([F:25])([F:24])[F:23])[CH:20]=[CH:21][C:16]=1[C:13]1[N:12]=[C:11]([CH3:27])[C:10]([CH2:9][OH:8])=[CH:15][CH:14]=1. The catalyst class is: 334. (10) Reactant: [CH3:1][O:2][C:3]1[CH:8]=[C:7]([CH3:9])[C:6]([C:10]2[C:11]([OH:18])=[CH:12][CH:13]=[C:14]([O:16][CH3:17])[CH:15]=2)=[CH:5][C:4]=1[OH:19].C(N([CH2:25][CH3:26])CC)C.Cl[P:28]1[O:34][C:33]2[CH:35]=[CH:36][CH:37]=[CH:38][C:32]=2[C:31]2[CH:39]=[CH:40][CH:41]=[CH:42][C:30]=2[O:29]1. Product: [CH3:1][O:2][C:3]1[CH:8]=[C:7]([CH3:9])[C:6]([C:10]2[CH:15]=[C:14]([O:16][CH3:17])[CH:13]=[CH:12][C:11]=2[O:18][P:28]2[O:34][C:33]3[CH:35]=[CH:36][CH:37]=[CH:38][C:32]=3[C:31]3[CH:39]=[CH:40][CH:41]=[CH:42][C:30]=3[O:29]2)=[CH:5][C:4]=1[O:19][P:28]1[O:29][C:30]2[CH:42]=[CH:41][CH:40]=[CH:39][C:31]=2[C:32]2[CH:33]=[CH:35][CH:36]=[CH:25][C:26]=2[O:34]1. The catalyst class is: 11.